Dataset: Full USPTO retrosynthesis dataset with 1.9M reactions from patents (1976-2016). Task: Predict the reactants needed to synthesize the given product. Given the product [Br:12][C:6]1[CH:7]=[C:2]([Cl:1])[CH:3]=[C:4]([N+:9]([O-:11])=[O:10])[C:5]=1[NH2:8], predict the reactants needed to synthesize it. The reactants are: [Cl:1][C:2]1[CH:7]=[CH:6][C:5]([NH2:8])=[C:4]([N+:9]([O-:11])=[O:10])[CH:3]=1.[Br:12]N1C(=O)CCC1=O.